Dataset: Full USPTO retrosynthesis dataset with 1.9M reactions from patents (1976-2016). Task: Predict the reactants needed to synthesize the given product. (1) Given the product [C:9]([O:30][CH2:29][CH:26]1[NH:25][C:24]2[CH:31]=[CH:32][C:21]([Cl:20])=[CH:22][C:23]=2[O:28][CH2:27]1)(=[O:11])[CH3:10], predict the reactants needed to synthesize it. The reactants are: ClC1C=CC(N[C:9](=[O:11])[CH3:10])=C(O)C=1.[H-].[Na+].C(C1OC1)Br.[Cl:20][C:21]1[CH:32]=[CH:31][C:24]2[NH:25][CH:26]([CH2:29][OH:30])[CH2:27][O:28][C:23]=2[CH:22]=1.ClC1C=CC(NC(=O)C)=C(OCC2CO2)C=1. (2) Given the product [P:9]([O:21][CH2:22][CH2:23][NH:24][C:25](=[O:39])[C:26]1[CH:27]=[C:28]([N+:35]([O-:37])=[O:36])[CH:29]=[C:30]([N+:32]([O-:34])=[O:33])[C:31]=1[N:5]([CH2:4][CH2:3][Cl:2])[CH2:6][CH2:7][OH:8])([O:16][C:17]([CH3:18])([CH3:19])[CH3:20])([O:11][C:12]([CH3:15])([CH3:14])[CH3:13])=[O:10], predict the reactants needed to synthesize it. The reactants are: Cl.[Cl:2][CH2:3][CH2:4][NH:5][CH2:6][CH2:7][OH:8].[P:9]([O:21][CH2:22][CH2:23][NH:24][C:25](=[O:39])[C:26]1[CH:31]=[C:30]([N+:32]([O-:34])=[O:33])[CH:29]=[C:28]([N+:35]([O-:37])=[O:36])[C:27]=1Cl)([O:16][C:17]([CH3:20])([CH3:19])[CH3:18])([O:11][C:12]([CH3:15])([CH3:14])[CH3:13])=[O:10].O. (3) Given the product [O:51]=[C:49]1[NH:48][CH2:47][CH:46]([CH2:45][N:1]2[C:9]3[C:4](=[CH:5][CH:6]=[CH:7][CH:8]=3)[C:3]3([CH2:13][O:12][C:11]4[CH:14]=[C:15]5[C:19](=[CH:20][C:10]3=4)[CH2:18][CH2:17][O:16]5)[C:2]2=[O:21])[O:50]1, predict the reactants needed to synthesize it. The reactants are: [NH:1]1[C:9]2[C:4](=[CH:5][CH:6]=[CH:7][CH:8]=2)[C:3]2([CH2:13][O:12][C:11]3[CH:14]=[C:15]4[C:19](=[CH:20][C:10]2=3)[CH2:18][CH2:17][O:16]4)[C:2]1=[O:21].CC1C2C=C3C4(C5C(=CC=CC=5)NC4=O)COC3=CC=2ON=1.Cl[CH2:45][CH:46]1[O:50][C:49](=[O:51])[NH:48][CH2:47]1.BrCC1OC(C(F)(F)F)=CC=1. (4) The reactants are: [OH:1][CH:2]([C:30]1([C:36]2[CH:41]=[CH:40][CH:39]=[CH:38][CH:37]=2)SCCCS1)[C:3]([NH:6][C:7]([CH:9]([NH:21][C:22]([N:24]1[CH2:29][CH2:28][O:27][CH2:26][CH2:25]1)=[O:23])[CH2:10][S:11]([CH2:14][C:15]1[CH:20]=[CH:19][CH:18]=[CH:17][CH:16]=1)(=[O:13])=[O:12])=[O:8])([CH3:5])[CH3:4].O.C(=O)([O-])[O-:44].[Ca+2]. Given the product [OH:1][CH:2]([C:30](=[O:44])[C:36]1[CH:37]=[CH:38][CH:39]=[CH:40][CH:41]=1)[C:3]([NH:6][C:7]([CH:9]([NH:21][C:22]([N:24]1[CH2:29][CH2:28][O:27][CH2:26][CH2:25]1)=[O:23])[CH2:10][S:11]([CH2:14][C:15]1[CH:16]=[CH:17][CH:18]=[CH:19][CH:20]=1)(=[O:13])=[O:12])=[O:8])([CH3:4])[CH3:5], predict the reactants needed to synthesize it.